This data is from Catalyst prediction with 721,799 reactions and 888 catalyst types from USPTO. The task is: Predict which catalyst facilitates the given reaction. (1) Reactant: [O:1]1[CH:6]=[CH:5][CH2:4][CH2:3][CH2:2]1.C1(C)C=CC(S([O-])(=O)=O)=CC=1.[NH+]1C=CC=CC=1.[Br:24][C:25]1[CH:26]=[C:27]2[C:31](=[CH:32][CH:33]=1)[NH:30][N:29]=[CH:28]2.C(=O)([O-])O.[Na+]. Product: [Br:24][C:25]1[CH:26]=[C:27]2[C:31](=[CH:32][CH:33]=1)[N:30]([CH:6]1[CH2:5][CH2:4][CH2:3][CH2:2][O:1]1)[N:29]=[CH:28]2. The catalyst class is: 2. (2) Reactant: FC(F)(F)S(O[C:7]1[CH:24]=[C:23]([O:25][CH3:26])[CH:22]=[C:21]2[C:8]=1[C@@:9]1([CH3:30])[C@H:18]([CH2:19][S:20]2)[C@:17]2([CH3:27])[C@H:12]([C:13]([CH3:29])([CH3:28])[CH2:14][CH2:15][CH2:16]2)[CH2:11][CH2:10]1)(=O)=O.[CH3:33]B1OB(C)OB(C)O1.[O-]P([O-])([O-])=O.[K+].[K+].[K+]. Product: [CH3:26][O:25][C:23]1[CH:22]=[C:21]2[C:8]([C@@:9]3([CH3:30])[C@H:18]([CH2:19][S:20]2)[C@:17]2([CH3:27])[C@H:12]([C:13]([CH3:29])([CH3:28])[CH2:14][CH2:15][CH2:16]2)[CH2:11][CH2:10]3)=[C:7]([CH3:33])[CH:24]=1. The catalyst class is: 203. (3) Reactant: [NH:1]1[CH:5]=[C:4]([C:6]([O:8][CH:9]([CH3:11])[CH3:10])=[O:7])[N:3]=[CH:2]1.[CH:12]1[C:17]2[CH2:18][CH2:19][CH2:20][CH2:21][CH:22](O)[C:16]=2[CH:15]=[CH:14][CH:13]=1.C1(P(C2C=CC=CC=2)C2C=CC=CC=2)C=CC=CC=1.N(C(OC(C)C)=O)=NC(OC(C)C)=O. Product: [CH:9]([O:8][C:6]([C:4]1[N:3]([CH:18]2[C:17]3[CH:12]=[CH:13][CH:14]=[CH:15][C:16]=3[CH2:22][CH2:21][CH2:20][CH2:19]2)[CH:2]=[N:1][CH:5]=1)=[O:7])([CH3:11])[CH3:10]. The catalyst class is: 1. (4) Reactant: [CH3:1][C:2]([CH3:15])([CH2:12][CH2:13][CH3:14])[C:3](=[O:11])[CH2:4][C:5]1[CH:10]=[CH:9][CH:8]=[CH:7][CH:6]=1.N1CCCC[CH2:17]1.C=O. Product: [CH3:1][C:2]([CH3:15])([CH2:12][CH2:13][CH3:14])[C:3](=[O:11])[C:4]([C:5]1[CH:10]=[CH:9][CH:8]=[CH:7][CH:6]=1)=[CH2:17]. The catalyst class is: 15. (5) Reactant: [Cl:1][C:2]1[CH:3]=[C:4]([CH:8]=[CH:9][N:10]=1)[C:5]([OH:7])=O.C(Cl)([C:13]([Cl:15])=O)=O.[Si](CC#N)(C)(C)C.CCCCCC.Cl.CCOCC. Product: [Cl:15][CH2:13][C:5]([C:4]1[CH:8]=[CH:9][N:10]=[C:2]([Cl:1])[CH:3]=1)=[O:7]. The catalyst class is: 85. (6) Reactant: [H-].[Na+].Cl.[NH2:4][CH:5]1[CH2:14][C:13]2[C:8](=[CH:9][CH:10]=[CH:11][CH:12]=2)[NH:7][C:6]1=[O:15].CS(O[CH2:21][CH:22]1[CH2:26][O:25][C:24]([CH3:28])([CH3:27])[O:23]1)(=O)=O. Product: [NH2:4][CH:5]1[CH2:14][C:13]2[C:8](=[CH:9][CH:10]=[CH:11][CH:12]=2)[N:7]([CH2:21][CH:22]2[CH2:26][O:25][C:24]([CH3:28])([CH3:27])[O:23]2)[C:6]1=[O:15]. The catalyst class is: 3. (7) Reactant: Br[C:2]1[C:6]2[N:7]=[C:8]([Cl:17])[N:9]=[C:10]([N:11]3[CH2:16][CH2:15][O:14][CH2:13][CH2:12]3)[C:5]=2[S:4][CH:3]=1.O1CCO[CH2:20][CH2:19]1. Product: [Cl:17][C:8]1[N:9]=[C:10]([N:11]2[CH2:16][CH2:15][O:14][CH2:13][CH2:12]2)[C:5]2[S:4][CH:3]=[C:2]([CH:19]=[CH2:20])[C:6]=2[N:7]=1. The catalyst class is: 73. (8) Reactant: [Cl:1][C:2]1[CH:7]=[CH:6][N:5]=[C:4]([NH2:8])[CH:3]=1.[Br:9]N1C(=O)CCC1=O. Product: [Br:9][C:7]1[C:2]([Cl:1])=[CH:3][C:4]([NH2:8])=[N:5][CH:6]=1. The catalyst class is: 10.